From a dataset of NCI-60 drug combinations with 297,098 pairs across 59 cell lines. Regression. Given two drug SMILES strings and cell line genomic features, predict the synergy score measuring deviation from expected non-interaction effect. (1) Drug 1: CC1CCC2CC(C(=CC=CC=CC(CC(C(=O)C(C(C(=CC(C(=O)CC(OC(=O)C3CCCCN3C(=O)C(=O)C1(O2)O)C(C)CC4CCC(C(C4)OC)OCCO)C)C)O)OC)C)C)C)OC. Drug 2: C(=O)(N)NO. Cell line: NCI-H460. Synergy scores: CSS=5.37, Synergy_ZIP=-3.28, Synergy_Bliss=-0.823, Synergy_Loewe=-18.3, Synergy_HSA=-2.43. (2) Drug 1: CN1CCC(CC1)COC2=C(C=C3C(=C2)N=CN=C3NC4=C(C=C(C=C4)Br)F)OC. Drug 2: CC1C(C(CC(O1)OC2CC(CC3=C2C(=C4C(=C3O)C(=O)C5=C(C4=O)C(=CC=C5)OC)O)(C(=O)C)O)N)O.Cl. Cell line: MCF7. Synergy scores: CSS=28.3, Synergy_ZIP=1.56, Synergy_Bliss=5.09, Synergy_Loewe=-4.90, Synergy_HSA=4.89. (3) Drug 1: CC1=C2C(C(=O)C3(C(CC4C(C3C(C(C2(C)C)(CC1OC(=O)C(C(C5=CC=CC=C5)NC(=O)OC(C)(C)C)O)O)OC(=O)C6=CC=CC=C6)(CO4)OC(=O)C)O)C)O. Drug 2: CS(=O)(=O)OCCCCOS(=O)(=O)C. Cell line: MDA-MB-231. Synergy scores: CSS=1.94, Synergy_ZIP=-0.162, Synergy_Bliss=2.50, Synergy_Loewe=1.21, Synergy_HSA=1.76. (4) Drug 1: COC1=NC(=NC2=C1N=CN2C3C(C(C(O3)CO)O)O)N. Drug 2: CC1=C2C(C(=O)C3(C(CC4C(C3C(C(C2(C)C)(CC1OC(=O)C(C(C5=CC=CC=C5)NC(=O)OC(C)(C)C)O)O)OC(=O)C6=CC=CC=C6)(CO4)OC(=O)C)O)C)O. Cell line: SR. Synergy scores: CSS=-5.65, Synergy_ZIP=2.71, Synergy_Bliss=0.720, Synergy_Loewe=-6.13, Synergy_HSA=-4.99. (5) Drug 1: CC12CCC(CC1=CCC3C2CCC4(C3CC=C4C5=CN=CC=C5)C)O. Drug 2: C1=CC=C(C=C1)NC(=O)CCCCCCC(=O)NO. Cell line: KM12. Synergy scores: CSS=23.5, Synergy_ZIP=-4.49, Synergy_Bliss=-2.80, Synergy_Loewe=-26.0, Synergy_HSA=-2.65.